Dataset: Forward reaction prediction with 1.9M reactions from USPTO patents (1976-2016). Task: Predict the product of the given reaction. (1) Given the reactants [CH:1]([C:4]1[CH:9]=[CH:8][C:7]([CH2:10][C:11]([OH:13])=O)=[CH:6][CH:5]=1)([CH3:3])[CH3:2].Cl.[Br:15][C:16]1[S:20][C:19]([C@H:21]([NH2:23])[CH3:22])=[N:18][CH:17]=1.C1C=NC2N(O)N=NC=2C=1.C(Cl)CCl.CCN(C(C)C)C(C)C, predict the reaction product. The product is: [Br:15][C:16]1[S:20][C:19]([C@H:21]([NH:23][C:11](=[O:13])[CH2:10][C:7]2[CH:6]=[CH:5][C:4]([CH:1]([CH3:2])[CH3:3])=[CH:9][CH:8]=2)[CH3:22])=[N:18][CH:17]=1. (2) Given the reactants [C:1]([O:5][P:6]([O:13][C:14]1[CH:19]=[CH:18][C:17]([C:20]2[CH:25]=[CH:24][C:23]([CH2:26][CH2:27][C@@:28]([CH3:38])([S:34]([CH3:37])(=[O:36])=[O:35])[C:29]([O:31]CC)=[O:30])=[CH:22][CH:21]=2)=[CH:16][CH:15]=1)([O:8][C:9]([CH3:12])([CH3:11])[CH3:10])=[O:7])([CH3:4])([CH3:3])[CH3:2].BrC1N=CC(CCC(C)(S(C)(=O)=O)C(O)=O)=CC=1, predict the reaction product. The product is: [C:9]([O:8][P:6]([O:13][C:14]1[CH:19]=[CH:18][C:17]([C:20]2[CH:21]=[CH:22][C:23]([CH2:26][CH2:27][C@@:28]([CH3:38])([S:34]([CH3:37])(=[O:35])=[O:36])[C:29]([OH:31])=[O:30])=[CH:24][CH:25]=2)=[CH:16][CH:15]=1)([O:5][C:1]([CH3:4])([CH3:3])[CH3:2])=[O:7])([CH3:10])([CH3:11])[CH3:12]. (3) Given the reactants [H-].[Na+].[OH:3][C:4]1[CH:5]=[C:6]2[C:11](=[CH:12][CH:13]=1)[N:10]=[C:9]([O:14][CH3:15])[CH:8]=[CH:7]2.[Br:16][CH2:17][CH2:18][CH2:19][CH2:20][CH2:21][CH2:22][CH2:23][CH2:24]Br.O, predict the reaction product. The product is: [Br:16][CH2:17][CH2:18][CH2:19][CH2:20][CH2:21][CH2:22][CH2:23][CH2:24][O:3][C:4]1[CH:5]=[C:6]2[C:11](=[CH:12][CH:13]=1)[N:10]=[C:9]([O:14][CH3:15])[CH:8]=[CH:7]2. (4) Given the reactants [CH2:1]([N:5]1[C:9]([CH3:10])=[C:8]([C:11]([OH:13])=O)[CH:7]=[N:6]1)[CH2:2][CH2:3][CH3:4].Cl.[O:15]1[CH2:19][CH2:18][CH:17]([CH2:20][NH2:21])[CH2:16]1.C(N(CC)CC)C.ON1C2C=CC=CC=2N=N1.Cl.C(N=C=NCCCN(C)C)C, predict the reaction product. The product is: [O:15]1[CH2:19][CH2:18][CH:17]([CH2:20][NH:21][C:11]([C:8]2[CH:7]=[N:6][N:5]([CH2:1][CH2:2][CH2:3][CH3:4])[C:9]=2[CH3:10])=[O:13])[CH2:16]1. (5) Given the reactants [C:1](OC(=O)C)(=[O:3])C.C(O)=O.[CH3:11][O:12][C:13](=[O:46])[C:14]1[CH:19]=[CH:18][C:17]([C:20]2[N:24]([CH:25]([C:32](=[O:41])[NH:33][C:34]3[CH:39]=[CH:38][CH:37]=[C:36]([NH2:40])[CH:35]=3)[CH:26]3[CH2:31][CH2:30][CH2:29][CH2:28][CH2:27]3)[C:23]3[CH:42]=[CH:43][CH:44]=[CH:45][C:22]=3[N:21]=2)=[CH:16][CH:15]=1, predict the reaction product. The product is: [CH3:11][O:12][C:13](=[O:46])[C:14]1[CH:19]=[CH:18][C:17]([C:20]2[N:24]([CH:25]([CH:26]3[CH2:27][CH2:28][CH2:29][CH2:30][CH2:31]3)[C:32](=[O:41])[NH:33][C:34]3[CH:39]=[CH:38][CH:37]=[C:36]([NH:40][CH:1]=[O:3])[CH:35]=3)[C:23]3[CH:42]=[CH:43][CH:44]=[CH:45][C:22]=3[N:21]=2)=[CH:16][CH:15]=1.